This data is from Reaction yield outcomes from USPTO patents with 853,638 reactions. The task is: Predict the reaction yield, written as a fraction of the theoretical maximum amount of product (1.0 means a 100% yield; for example, 0.34 means a 34% yield). No catalyst specified. The reactants are [CH2:1]1[C:5]2[CH:6]=[CH:7][C:8]([NH2:10])=[CH:9][C:4]=2[CH2:3][O:2]1.[CH:11](O)=[O:12]. The product is [CH2:1]1[C:5]2[CH:6]=[CH:7][C:8]([NH:10][CH:11]=[O:12])=[CH:9][C:4]=2[CH2:3][O:2]1. The yield is 0.690.